Dataset: Forward reaction prediction with 1.9M reactions from USPTO patents (1976-2016). Task: Predict the product of the given reaction. Given the reactants [Br:1][C:2]1[CH:3]=[C:4]([CH2:9][O:10][Si:11]([CH:18]([CH3:20])[CH3:19])([CH:15]([CH3:17])[CH3:16])[CH:12]([CH3:14])[CH3:13])[C:5]([NH2:8])=[N:6][CH:7]=1.Cl[CH2:22][CH:23]=O.C(=O)([O-])[O-].[K+].[K+], predict the reaction product. The product is: [Br:1][C:2]1[CH:3]=[C:4]([CH2:9][O:10][Si:11]([CH:15]([CH3:17])[CH3:16])([CH:18]([CH3:20])[CH3:19])[CH:12]([CH3:13])[CH3:14])[C:5]2[N:6]([CH:22]=[CH:23][N:8]=2)[CH:7]=1.